This data is from Reaction yield outcomes from USPTO patents with 853,638 reactions. The task is: Predict the reaction yield, written as a fraction of the theoretical maximum amount of product (1.0 means a 100% yield; for example, 0.34 means a 34% yield). The reactants are CC(OI1(OC(C)=O)(OC(C)=O)OC(=O)C2C=CC=CC1=2)=O.[CH3:23][C:24]1[N:25]=[C:26]([NH:29][C:30]2[N:35]=[CH:34][C:33]([CH2:36][OH:37])=[C:32]([O:38][C:39]3[C:48]4[C:43](=[CH:44][CH:45]=[CH:46][CH:47]=4)[CH:42]=[CH:41][CH:40]=3)[CH:31]=2)[S:27][CH:28]=1. The catalyst is C1COCC1.CCOCC.[OH-].[Na+]. The product is [CH3:23][C:24]1[N:25]=[C:26]([NH:29][C:30]2[CH:31]=[C:32]([O:38][C:39]3[C:48]4[C:43](=[CH:44][CH:45]=[CH:46][CH:47]=4)[CH:42]=[CH:41][CH:40]=3)[C:33]([CH:36]=[O:37])=[CH:34][N:35]=2)[S:27][CH:28]=1. The yield is 0.935.